Dataset: NCI-60 drug combinations with 297,098 pairs across 59 cell lines. Task: Regression. Given two drug SMILES strings and cell line genomic features, predict the synergy score measuring deviation from expected non-interaction effect. (1) Drug 1: C1CCC(CC1)NC(=O)N(CCCl)N=O. Drug 2: C#CCC(CC1=CN=C2C(=N1)C(=NC(=N2)N)N)C3=CC=C(C=C3)C(=O)NC(CCC(=O)O)C(=O)O. Cell line: PC-3. Synergy scores: CSS=36.6, Synergy_ZIP=-9.62, Synergy_Bliss=-5.98, Synergy_Loewe=-47.5, Synergy_HSA=-5.25. (2) Drug 1: CC1=C2C(C(=O)C3(C(CC4C(C3C(C(C2(C)C)(CC1OC(=O)C(C(C5=CC=CC=C5)NC(=O)C6=CC=CC=C6)O)O)OC(=O)C7=CC=CC=C7)(CO4)OC(=O)C)O)C)OC(=O)C. Drug 2: C1C(C(OC1N2C=NC3=C2NC=NCC3O)CO)O. Cell line: UACC-257. Synergy scores: CSS=29.4, Synergy_ZIP=-4.52, Synergy_Bliss=0.980, Synergy_Loewe=-31.3, Synergy_HSA=1.20. (3) Drug 1: C(=O)(N)NO. Drug 2: C1CN(CCN1C(=O)CCBr)C(=O)CCBr. Cell line: M14. Synergy scores: CSS=12.0, Synergy_ZIP=-0.213, Synergy_Bliss=5.69, Synergy_Loewe=-1.71, Synergy_HSA=4.29. (4) Drug 1: C1=NNC2=C1C(=O)NC=N2. Drug 2: CC(C)NC(=O)C1=CC=C(C=C1)CNNC.Cl. Cell line: SNB-75. Synergy scores: CSS=0.206, Synergy_ZIP=2.21, Synergy_Bliss=4.07, Synergy_Loewe=2.34, Synergy_HSA=1.06. (5) Drug 1: CC1CC2CCC3C(=C)CC(O3)CCC45CC6C(O4)C7C(O6)C(O5)C8C(O7)CCC(O8)CC(=O)CC9C(CC(C1=C)O2)OC(C9OC)CC(CN)O.CS(=O)(=O)O. Drug 2: CC1C(C(CC(O1)OC2CC(CC3=C2C(=C4C(=C3O)C(=O)C5=C(C4=O)C(=CC=C5)OC)O)(C(=O)CO)O)N)O.Cl. Cell line: SF-268. Synergy scores: CSS=47.2, Synergy_ZIP=-4.82, Synergy_Bliss=-5.54, Synergy_Loewe=-1.16, Synergy_HSA=-0.0668. (6) Drug 1: C1=CC(=CC=C1CCC2=CNC3=C2C(=O)NC(=N3)N)C(=O)NC(CCC(=O)O)C(=O)O. Drug 2: C1CN(CCN1C(=O)CCBr)C(=O)CCBr. Cell line: HOP-62. Synergy scores: CSS=44.6, Synergy_ZIP=-12.5, Synergy_Bliss=-1.11, Synergy_Loewe=-25.0, Synergy_HSA=0.822.